From a dataset of Forward reaction prediction with 1.9M reactions from USPTO patents (1976-2016). Predict the product of the given reaction. (1) Given the reactants Br[C:2]1[CH:10]=[CH:9][C:5]([C:6]([OH:8])=[O:7])=[C:4]([Cl:11])[CH:3]=1.[CH3:12][N:13](C)C=O, predict the reaction product. The product is: [Cl:11][C:4]1[CH:3]=[C:2]([C:12]#[N:13])[CH:10]=[CH:9][C:5]=1[C:6]([OH:8])=[O:7]. (2) Given the reactants [NH2:1][C@@H:2]1[N:8]=[C:7]([C:9]2[CH:14]=[CH:13][CH:12]=[CH:11][CH:10]=2)[C:6]2[CH:15]=[CH:16][CH:17]=[CH:18][C:5]=2[N:4]([CH2:19][C:20]([F:23])([F:22])[F:21])[C:3]1=[O:24].C(N(CC)CC)C.[O:32]=[C:33]1[NH:37][C:36]([C:38]#[N:39])=[CH:35][N:34]1[CH:40]1[CH2:45][CH2:44][NH:43][CH2:42][CH2:41]1.[O:46]1CCC[CH2:47]1, predict the reaction product. The product is: [C:38]([C:36]1[NH:37][C:33](=[O:32])[N:34]([CH:40]2[CH2:45][CH2:44][N:43]([C:47]([NH:1][C@@H:2]3[N:8]=[C:7]([C:9]4[CH:10]=[CH:11][CH:12]=[CH:13][CH:14]=4)[C:6]4[CH:15]=[CH:16][CH:17]=[CH:18][C:5]=4[N:4]([CH2:19][C:20]([F:21])([F:23])[F:22])[C:3]3=[O:24])=[O:46])[CH2:42][CH2:41]2)[CH:35]=1)#[N:39]. (3) Given the reactants [CH2:1]([O:8][C:9]([CH:11]([CH2:19][CH2:20][C@H:21]([NH:29][C:30]([O:32][C:33]([CH3:36])([CH3:35])[CH3:34])=[O:31])[C:22]([O:24][C:25]([CH3:28])([CH3:27])[CH3:26])=[O:23])[C:12]([O:14][C:15]([CH3:18])([CH3:17])[CH3:16])=[O:13])=[O:10])[C:2]1[CH:7]=[CH:6][CH:5]=[CH:4][CH:3]=1.[H-].[Na+].[N+:39]([C:42]1[CH:49]=[CH:48][C:45]([CH2:46]Br)=[CH:44][CH:43]=1)([O-:41])=[O:40], predict the reaction product. The product is: [C:33]([O:32][C:30]([NH:29][C@H:21]([C:22]([O:24][C:25]([CH3:26])([CH3:27])[CH3:28])=[O:23])[CH2:20][CH2:19][C@@:11]([C:12]([O:14][C:15]([CH3:18])([CH3:17])[CH3:16])=[O:13])([C:9]([O:8][CH2:1][C:2]1[CH:3]=[CH:4][CH:5]=[CH:6][CH:7]=1)=[O:10])[CH2:46][C:45]1[CH:48]=[CH:49][C:42]([N+:39]([O-:41])=[O:40])=[CH:43][CH:44]=1)=[O:31])([CH3:36])([CH3:35])[CH3:34]. (4) Given the reactants C([N:8]1[CH2:13][CH2:12][C:11]([CH3:20])([C:14]2[CH:19]=[CH:18][CH:17]=[CH:16][CH:15]=2)[CH2:10][CH2:9]1)C1C=CC=CC=1.[H][H], predict the reaction product. The product is: [CH3:20][C:11]1([C:14]2[CH:19]=[CH:18][CH:17]=[CH:16][CH:15]=2)[CH2:10][CH2:9][NH:8][CH2:13][CH2:12]1. (5) Given the reactants [CH3:1][O:2][C:3]([C:5]1[CH:25]=[CH:24][C:8]2[NH:9][C:10]([C:12](=[O:23])[NH:13][CH:14]3[CH2:19][CH2:18][N:17]([CH:20]([CH3:22])[CH3:21])[CH2:16][CH2:15]3)=[N:11][C:7]=2[CH:6]=1)=[O:4].Br[CH2:27][C:28]1[CH:33]=[CH:32][CH:31]=[C:30]([O:34][CH3:35])[CH:29]=1.CC#N.O, predict the reaction product. The product is: [CH3:1][O:2][C:3]([C:5]1[CH:25]=[CH:24][C:8]2[N:9]([CH2:27][C:28]3[CH:33]=[CH:32][CH:31]=[C:30]([O:34][CH3:35])[CH:29]=3)[C:10]([C:12](=[O:23])[NH:13][CH:14]3[CH2:19][CH2:18][N:17]([CH:20]([CH3:22])[CH3:21])[CH2:16][CH2:15]3)=[N:11][C:7]=2[CH:6]=1)=[O:4].[CH3:1][O:2][C:3]([C:5]1[CH:25]=[CH:24][C:8]2[N:9]=[C:10]([C:12](=[O:23])[NH:13][CH:14]3[CH2:19][CH2:18][N:17]([CH:20]([CH3:22])[CH3:21])[CH2:16][CH2:15]3)[N:11]([CH2:27][C:28]3[CH:33]=[CH:32][CH:31]=[C:30]([O:34][CH3:35])[CH:29]=3)[C:7]=2[CH:6]=1)=[O:4]. (6) Given the reactants [C:1]([C:3]1[CH:4]=[C:5]([OH:9])[CH:6]=[CH:7][CH:8]=1)#[CH:2].Br[CH2:11][CH2:12][O:13][CH2:14][CH3:15].C([O-])([O-])=O.[Cs+].[Cs+], predict the reaction product. The product is: [CH2:12]([O:13][CH2:14][CH2:15][O:9][C:5]1[CH:6]=[CH:7][CH:8]=[C:3]([C:1]#[CH:2])[CH:4]=1)[CH3:11].